This data is from Full USPTO retrosynthesis dataset with 1.9M reactions from patents (1976-2016). The task is: Predict the reactants needed to synthesize the given product. (1) Given the product [CH2:1]([C:8]1[CH:9]=[C:10]([C:22]2[CH:27]=[CH:26][C:25]([CH2:28][CH2:29][C:30]#[N:31])=[CH:24][C:23]=2[CH2:32][CH:33]([CH3:35])[CH3:34])[CH:11]=[CH:12][C:13]=1[C:42]1[CH:43]=[CH:44][C:45]([O:46][CH3:47])=[C:40]([CH2:36][CH:37]([CH3:38])[CH3:39])[CH:41]=1)[C:2]1[CH:3]=[CH:4][CH:5]=[CH:6][CH:7]=1, predict the reactants needed to synthesize it. The reactants are: [CH2:1]([C:8]1[CH:9]=[C:10]([C:22]2[CH:27]=[CH:26][C:25]([CH2:28][CH2:29][C:30]#[N:31])=[CH:24][C:23]=2[CH2:32][CH:33]([CH3:35])[CH3:34])[CH:11]=[CH:12][C:13]=1OS(C(F)(F)F)(=O)=O)[C:2]1[CH:7]=[CH:6][CH:5]=[CH:4][CH:3]=1.[CH2:36]([C:40]1[CH:41]=[C:42](B2OC(C)(C)C(C)(C)O2)[CH:43]=[CH:44][C:45]=1[O:46][CH3:47])[CH:37]([CH3:39])[CH3:38].C([O-])([O-])=O.[Na+].[Na+]. (2) Given the product [Cl:20][C:21]1[CH:22]=[C:23]([C:24]2[C:14]([C:12]#[N:13])=[C:15]([OH:17])[N:11]=[C:9]([N:3]3[CH2:8][CH2:7][O:6][CH2:5][CH2:4]3)[N:10]=2)[CH:26]=[CH:27][CH:28]=1, predict the reactants needed to synthesize it. The reactants are: [Na].Br.[N:3]1([C:9]([NH2:11])=[NH:10])[CH2:8][CH2:7][O:6][CH2:5][CH2:4]1.[C:12]([CH2:14][C:15]([O:17]CC)=O)#[N:13].[Cl:20][C:21]1[CH:22]=[C:23]([CH:26]=[CH:27][CH:28]=1)[CH:24]=O. (3) Given the product [F:27][C:28]([F:33])([F:32])[C:29]([OH:31])=[O:30].[Cl:3][C:4]1[CH:5]=[N:6][C:7]2[NH:8][C:9]3[CH:10]=[CH:11][CH:12]=[C:13]([CH:26]=3)[CH2:14][CH2:15][C:16]3[CH:24]=[C:20]([NH:21][C:22]=1[N:23]=2)[CH:19]=[CH:18][C:17]=3[NH:25][C:47](=[O:48])[CH2:46][CH:43]1[CH2:42][CH2:41][N:40]([C:37]2[CH:36]=[C:35]([CH3:34])[O:39][N:38]=2)[CH2:45][CH2:44]1, predict the reactants needed to synthesize it. The reactants are: Cl.Cl.[Cl:3][C:4]1[CH:5]=[N:6][C:7]2[NH:8][C:9]3[CH:10]=[CH:11][CH:12]=[C:13]([CH:26]=3)[CH2:14][CH2:15][C:16]3[CH:24]=[C:20]([NH:21][C:22]=1[N:23]=2)[CH:19]=[CH:18][C:17]=3[NH2:25].[F:27][C:28]([F:33])([F:32])[C:29]([OH:31])=[O:30].[CH3:34][C:35]1[O:39][N:38]=[C:37]([N:40]2[CH2:45][CH2:44][CH:43]([CH2:46][C:47](O)=[O:48])[CH2:42][CH2:41]2)[CH:36]=1.